From a dataset of Full USPTO retrosynthesis dataset with 1.9M reactions from patents (1976-2016). Predict the reactants needed to synthesize the given product. (1) Given the product [Cl:69][C:52]1[C:53]([NH:55][C:56]2[CH:61]=[CH:60][C:59]([N:62]3[CH2:67][CH2:66][O:65][CH2:64][CH2:63]3)=[C:58]([CH3:68])[CH:57]=2)=[N:54][C:49]([NH:8][C:5]2[C:6]([O:44][CH3:43])=[CH:7][C:2]3[CH2:32][CH2:33][N:28]([CH2:29][C:30]([N:12]([CH3:17])[CH3:13])=[O:31])[CH2:20][CH2:11][C:3]=3[CH:4]=2)=[N:50][CH:51]=1, predict the reactants needed to synthesize it. The reactants are: Cl[C:2]1[CH:7]=[CH:6][C:5]([N+:8]([O-])=O)=[CH:4][C:3]=1[CH3:11].[NH:12]1[CH2:17]COC[CH2:13]1.CC1C=C([N+]([O-])=O)C=C[C:20]=1[N:28]1[CH2:33][CH2:32][O:31][CH2:30][CH2:29]1.CC1C=C(N)C=CC=1N1CC[O:44][CH2:43]C1.Cl[C:49]1[N:54]=[C:53]([NH:55][C:56]2[CH:61]=[CH:60][C:59]([N:62]3[CH2:67][CH2:66][O:65][CH2:64][CH2:63]3)=[C:58]([CH3:68])[CH:57]=2)[C:52]([Cl:69])=[CH:51][N:50]=1. (2) Given the product [Cl:30][C:23]1[CH:24]=[C:25]([F:29])[C:26]([F:28])=[CH:27][C:22]=1[C:21]([NH:20][C:18]1[NH:17][N:16]=[C:15]([C:13]([NH:12][CH2:11][C:7]2[O:6][C:5]([C:3]([O-:4])=[O:2])=[N:9][C:8]=2[CH3:10])=[O:14])[CH:19]=1)=[O:31].[Na+:33], predict the reactants needed to synthesize it. The reactants are: C[O:2][C:3]([C:5]1[O:6][C:7]([CH2:11][NH:12][C:13]([C:15]2[CH:19]=[C:18]([NH:20][C:21](=[O:31])[C:22]3[CH:27]=[C:26]([F:28])[C:25]([F:29])=[CH:24][C:23]=3[Cl:30])[NH:17][N:16]=2)=[O:14])=[C:8]([CH3:10])[N:9]=1)=[O:4].[OH-].[Na+:33]. (3) Given the product [CH3:28][C:29]1[N:30]=[C:31]([C:2]2[CH:7]=[CH:6][C:5]([CH:8]([N:10]3[CH2:15][CH2:14][C@:13]([CH2:22][C:23]([OH:26])([CH3:24])[CH3:25])([C:16]4[CH:17]=[CH:18][CH:19]=[CH:20][CH:21]=4)[O:12][C:11]3=[O:27])[CH3:9])=[CH:4][CH:3]=2)[S:32][C:33]=1[CH3:34], predict the reactants needed to synthesize it. The reactants are: Br[C:2]1[CH:7]=[CH:6][C:5]([C@@H:8]([N:10]2[CH2:15][CH2:14][C@:13]([CH2:22][C:23]([OH:26])([CH3:25])[CH3:24])([C:16]3[CH:21]=[CH:20][CH:19]=[CH:18][CH:17]=3)[O:12][C:11]2=[O:27])[CH3:9])=[CH:4][CH:3]=1.[CH3:28][C:29]1[N:30]=[CH:31][S:32][C:33]=1[CH3:34]. (4) The reactants are: [Si:1]([O:8][CH2:9][C:10]1[C:18]2[O:17][N:16]=[C:15]([CH2:19][CH2:20][CH:21]3[CH2:26][CH2:25][N:24]([C:27]([O:29][C:30]([CH3:33])([CH3:32])[CH3:31])=[O:28])[CH2:23][CH2:22]3)[C:14]=2[CH:13]=[CH:12][C:11]=1[CH:34]=C)([C:4]([CH3:7])([CH3:6])[CH3:5])([CH3:3])[CH3:2].I([O-])(=O)(=O)=[O:37].[Na+]. Given the product [Si:1]([O:8][CH2:9][C:10]1[C:18]2[O:17][N:16]=[C:15]([CH2:19][CH2:20][CH:21]3[CH2:26][CH2:25][N:24]([C:27]([O:29][C:30]([CH3:32])([CH3:31])[CH3:33])=[O:28])[CH2:23][CH2:22]3)[C:14]=2[CH:13]=[CH:12][C:11]=1[CH:34]=[O:37])([C:4]([CH3:7])([CH3:6])[CH3:5])([CH3:3])[CH3:2], predict the reactants needed to synthesize it. (5) Given the product [CH3:1][C:2]1[C:6]([CH3:7])=[C:5]([NH:8][C:9]([N:35]2[CH2:36][CH2:37][N:32]([C:28]3[N:27]=[C:26]([C:23]4[CH:24]=[CH:25][C:20]([F:19])=[CH:21][CH:22]=4)[CH:31]=[CH:30][N:29]=3)[CH2:33][CH2:34]2)=[O:16])[O:4][N:3]=1, predict the reactants needed to synthesize it. The reactants are: [CH3:1][C:2]1[C:6]([CH3:7])=[C:5]([NH:8][C:9](=[O:16])OCC(Cl)(Cl)Cl)[O:4][N:3]=1.Cl.Cl.[F:19][C:20]1[CH:25]=[CH:24][C:23]([C:26]2[CH:31]=[CH:30][N:29]=[C:28]([N:32]3[CH2:37][CH2:36][NH:35][CH2:34][CH2:33]3)[N:27]=2)=[CH:22][CH:21]=1.